This data is from Full USPTO retrosynthesis dataset with 1.9M reactions from patents (1976-2016). The task is: Predict the reactants needed to synthesize the given product. (1) Given the product [CH2:1]([O:3][C:4](=[O:16])[C:5]([C:6]1[CH:7]=[N:8][C:9]([C:12]([F:13])([F:14])[F:15])=[CH:10][CH:11]=1)=[CH:20][OH:21])[CH3:2], predict the reactants needed to synthesize it. The reactants are: [CH2:1]([O:3][C:4](=[O:16])[CH2:5][C:6]1[CH:7]=[N:8][C:9]([C:12]([F:15])([F:14])[F:13])=[CH:10][CH:11]=1)[CH3:2].[H-].[Na+].C1OCCOCCOCCOCCOCC[O:21][CH2:20]1.C(OC=O)C.Cl. (2) Given the product [C:47]([NH:1][C:2]1[CH:3]=[C:4]([CH:9]=[C:10]([O:12][C:13]2[CH:22]=[CH:21][C:20]3[CH2:19][CH2:18][C@H:17]([N:23]([C:34]([O:36][C:37]([CH3:40])([CH3:39])[CH3:38])=[O:35])[CH2:24][C@@H:25]([C:27]4[CH:32]=[CH:31][CH:30]=[C:29]([Cl:33])[CH:28]=4)[OH:26])[CH2:16][C:15]=3[CH:14]=2)[CH:11]=1)[C:5]([O:7][CH3:8])=[O:6])(=[O:49])[CH3:48], predict the reactants needed to synthesize it. The reactants are: [NH2:1][C:2]1[CH:3]=[C:4]([CH:9]=[C:10]([O:12][C:13]2[CH:22]=[CH:21][C:20]3[CH2:19][CH2:18][C@H:17]([N:23]([C:34]([O:36][C:37]([CH3:40])([CH3:39])[CH3:38])=[O:35])[CH2:24][C@@H:25]([C:27]4[CH:32]=[CH:31][CH:30]=[C:29]([Cl:33])[CH:28]=4)[OH:26])[CH2:16][C:15]=3[CH:14]=2)[CH:11]=1)[C:5]([O:7][CH3:8])=[O:6].N1C=CC=CC=1.[C:47](OC(=O)C)(=[O:49])[CH3:48].O. (3) Given the product [C:8]1([C:7]2[C:3]([CH2:2][N:18]3[C:17](=[O:19])[C:16]4=[CH:20][CH:21]=[CH:22][CH:23]=[C:15]4[C:14]3=[O:24])=[N:4][O:5][CH:6]=2)[CH:13]=[CH:12][CH:11]=[CH:10][CH:9]=1, predict the reactants needed to synthesize it. The reactants are: O[CH2:2][C:3]1[C:7]([C:8]2[CH:13]=[CH:12][CH:11]=[CH:10][CH:9]=2)=[CH:6][O:5][N:4]=1.[C:14]1(=[O:24])[NH:18][C:17](=[O:19])[C:16]2=[CH:20][CH:21]=[CH:22][CH:23]=[C:15]12.C1(P(C2C=CC=CC=2)C2C=CC=CC=2)C=CC=CC=1.CC(OC(/N=N/C(OC(C)C)=O)=O)C. (4) The reactants are: [OH:1][CH:2]([C:5]1[C:6]2[N:7]([N:13]=[C:14]([C:16]([F:19])([F:18])[F:17])[N:15]=2)[C:8]([O:11][CH3:12])=[CH:9][CH:10]=1)[CH2:3][CH3:4].C(N(CC)CC)C.O. Given the product [CH3:12][O:11][C:8]1[N:7]2[N:13]=[C:14]([C:16]([F:19])([F:18])[F:17])[N:15]=[C:6]2[C:5]([C:2](=[O:1])[CH2:3][CH3:4])=[CH:10][CH:9]=1, predict the reactants needed to synthesize it.